Dataset: CYP2D6 inhibition data for predicting drug metabolism from PubChem BioAssay. Task: Regression/Classification. Given a drug SMILES string, predict its absorption, distribution, metabolism, or excretion properties. Task type varies by dataset: regression for continuous measurements (e.g., permeability, clearance, half-life) or binary classification for categorical outcomes (e.g., BBB penetration, CYP inhibition). Dataset: cyp2d6_veith. (1) The compound is Nc1nc(SCc2ccccn2)c2ncn(C3CCCC3)c2n1. The result is 0 (non-inhibitor). (2) The drug is O=C(O)c1cc(C(=O)O)nc(C(=O)O)c1. The result is 0 (non-inhibitor). (3) The compound is C(/C=C/c1ccco1)=N/N1CCN(c2ccccc2)CC1. The result is 0 (non-inhibitor). (4) The compound is O=c1c(CCc2ccccc2)nc2cnc(N3CCOCC3)nc2n1C[C@H]1CCCO1. The result is 0 (non-inhibitor). (5) The molecule is Cc1ccc(C2CC(=O)c3cnc(N4CCc5ccccc5C4)nc3C2)cc1. The result is 0 (non-inhibitor).